This data is from Reaction yield outcomes from USPTO patents with 853,638 reactions. The task is: Predict the reaction yield, written as a fraction of the theoretical maximum amount of product (1.0 means a 100% yield; for example, 0.34 means a 34% yield). (1) The reactants are [OH:1][CH2:2][C@H:3]1[N:13]2[C:14]3[N:5]([C:6](=[O:16])[CH:7]=[N:8][C:9]=3[CH:10]=[CH:11][C:12]2=[O:15])[CH2:4]1.CCN(CC)CC.[CH3:24][S:25](Cl)(=[O:27])=[O:26]. The catalyst is C(Cl)Cl. The product is [CH3:24][S:25]([O:1][CH2:2][C@H:3]1[N:13]2[C:14]3[N:5]([C:6](=[O:16])[CH:7]=[N:8][C:9]=3[CH:10]=[CH:11][C:12]2=[O:15])[CH2:4]1)(=[O:27])=[O:26]. The yield is 0.900. (2) The reactants are [CH2:1]([O:3][C:4](=[O:17])[CH:5]([NH:14][CH:15]=O)[CH2:6][C:7]1[CH:12]=[CH:11][C:10]([Br:13])=[CH:9][CH:8]=1)[CH3:2].C([O-])(O)=O.[Na+]. The catalyst is C(Cl)Cl.CCO.OS(O)(=O)=O. The product is [Br:13][C:10]1[CH:11]=[C:12]2[C:7]([CH:6]=[C:5]([C:4]([O:3][CH2:1][CH3:2])=[O:17])[N:14]=[CH:15]2)=[CH:8][CH:9]=1. The yield is 0.238. (3) The reactants are C([C@@H:8]1COC(=O)[N:9]1[C:14](=[O:36])[C@H:15]([CH2:19][C:20]1[C:25]([Cl:26])=[CH:24][C:23]([O:27][CH2:28][C:29]2[CH:34]=[CH:33][CH:32]=[CH:31][CH:30]=2)=[CH:22][C:21]=1[Cl:35])[CH2:16]C=O)C1C=CC=CC=1.[NH:37]1[C:45]2[CH:44](N)[CH2:43][CH2:42][CH2:41][C:40]=2[CH:39]=[N:38]1.C(O[BH-](OC(=O)C)OC(=O)C)(=O)C.[Na+]. The catalyst is C(Cl)Cl.C(#N)C. The product is [CH2:28]([O:27][C:23]1[CH:22]=[C:21]([Cl:35])[C:20]([CH2:19][C@@H:15]2[CH2:16][CH2:8][N:9]([CH:44]3[C:45]4[NH:37][N:38]=[CH:39][C:40]=4[CH2:41][CH2:42][CH2:43]3)[C:14]2=[O:36])=[C:25]([Cl:26])[CH:24]=1)[C:29]1[CH:30]=[CH:31][CH:32]=[CH:33][CH:34]=1. The yield is 0.280. (4) The reactants are [CH2:1]([N:4]1[CH2:13][CH2:12][C:11]2[C:6](=[CH:7][CH:8]=[CH:9][CH:10]=2)[CH2:5]1)[C:2]#[CH:3].Br[C:15]1[C:16]([NH:23][CH2:24][C:25]([CH3:28])([CH3:27])[CH3:26])=[N:17][C:18]([C:21]#[N:22])=[N:19][CH:20]=1.C(P(C(C)(C)C)C(C)(C)C)(C)(C)C.C(NC(C)C)(C)C. The catalyst is O1CCOCC1.[Pd](Cl)Cl.C(#N)C1C=CC=CC=1.C(#N)C1C=CC=CC=1.[Cu]I. The product is [CH2:5]1[C:6]2[C:11](=[CH:10][CH:9]=[CH:8][CH:7]=2)[CH2:12][CH2:13][N:4]1[CH2:1][C:2]#[C:3][C:15]1[C:16]([NH:23][CH2:24][C:25]([CH3:28])([CH3:27])[CH3:26])=[N:17][C:18]([C:21]#[N:22])=[N:19][CH:20]=1. The yield is 0.465.